From a dataset of Reaction yield outcomes from USPTO patents with 853,638 reactions. Predict the reaction yield, written as a fraction of the theoretical maximum amount of product (1.0 means a 100% yield; for example, 0.34 means a 34% yield). (1) The reactants are [NH2:1][C:2]1[CH:9]=[CH:8][CH:7]=[C:6]([O:10][C@H:11]2[CH2:16][CH2:15][C@H:14]([CH3:17])[CH2:13][CH2:12]2)[C:3]=1[C:4]#[N:5].[C:18]([O:24][CH2:25][CH3:26])(=[O:23])[CH2:19][C:20]([CH3:22])=O.[Sn](Cl)(Cl)(Cl)Cl. The catalyst is C1(C)C=CC=CC=1. The product is [NH2:5][C:4]1[C:3]2[C:2](=[CH:9][CH:8]=[CH:7][C:6]=2[O:10][C@H:11]2[CH2:16][CH2:15][C@H:14]([CH3:17])[CH2:13][CH2:12]2)[N:1]=[C:20]([CH3:22])[C:19]=1[C:18]([O:24][CH2:25][CH3:26])=[O:23]. The yield is 0.520. (2) The reactants are C(OC([N:8]1[CH2:12][CH2:11][CH2:10][C@H:9]1[CH2:13][N:14]([C:26]1[CH:31]=[CH:30][CH:29]=[C:28]([C:32]2[O:33][C:34](=[O:38])[N:35]([CH3:37])[N:36]=2)[CH:27]=1)[C:15]([C:17]1[C:18]([Cl:25])=[N:19][C:20]([CH3:24])=[N:21][C:22]=1[Cl:23])=[S:16])=O)(C)(C)C.Cl.C(OCC)(=O)C. No catalyst specified. The product is [ClH:23].[Cl:23][C:22]1[C:17]([C:15]([N:14]([CH2:13][C@@H:9]2[CH2:10][CH2:11][CH2:12][NH:8]2)[C:26]2[CH:31]=[CH:30][CH:29]=[C:28]([C:32]3[O:33][C:34](=[O:38])[N:35]([CH3:37])[N:36]=3)[CH:27]=2)=[S:16])=[C:18]([Cl:25])[N:19]=[C:20]([CH3:24])[N:21]=1. The yield is 0.770. (3) The reactants are Cl[C:2]1[CH:7]=[C:6]([Cl:8])[N:5]=[N:4][C:3]=1[C:9]([O:11][CH2:12][CH3:13])=[O:10].[CH:14]([O:17][C:18]1[N:23]=[C:22]([NH2:24])[CH:21]=[CH:20][CH:19]=1)([CH3:16])[CH3:15]. The catalyst is C(#N)C. The product is [Cl:8][C:6]1[N:5]=[N:4][C:3]([C:9]([O:11][CH2:12][CH3:13])=[O:10])=[C:2]([NH:24][C:22]2[CH:21]=[CH:20][CH:19]=[C:18]([O:17][CH:14]([CH3:16])[CH3:15])[N:23]=2)[CH:7]=1. The yield is 0.130. (4) The reactants are [O:1]([C:8]1[CH:14]=[CH:13][CH:12]=[CH:11][C:9]=1[NH2:10])[C:2]1[CH:7]=[CH:6][CH:5]=[CH:4][CH:3]=1.P(=O)(O)(O)O.[N+]([O-])(O)=O.[N:24]([O-])=O.[Na+].C([O-])(=O)C.[K+].[C:33]([CH2:36][C:37](=[O:39])[CH3:38])(=[O:35])[CH3:34]. The catalyst is O.C(O)C. The product is [O:1]([C:8]1[CH:14]=[CH:13][CH:12]=[CH:11][C:9]=1[NH:10][N:24]=[C:36]([C:37](=[O:39])[CH3:38])[C:33](=[O:35])[CH3:34])[C:2]1[CH:3]=[CH:4][CH:5]=[CH:6][CH:7]=1. The yield is 0.310. (5) The yield is 0.880. The reactants are [NH2:1][C:2]1[CH:3]=[C:4]([NH:8][S:9]([C:12]2[CH:17]=[CH:16][CH:15]=[C:14]([N+:18]([O-:20])=[O:19])[CH:13]=2)(=[O:11])=[O:10])[CH:5]=[CH:6][CH:7]=1.[Cl:21][C:22]1[N:27]=[C:26](Cl)[C:25]([Cl:29])=[CH:24][N:23]=1.C(=O)([O-])[O-].[K+].[K+]. The catalyst is CN(C=O)C. The product is [Cl:21][C:22]1[N:27]=[C:26]([NH:1][C:2]2[CH:3]=[C:4]([NH:8][S:9]([C:12]3[CH:17]=[CH:16][CH:15]=[C:14]([N+:18]([O-:20])=[O:19])[CH:13]=3)(=[O:10])=[O:11])[CH:5]=[CH:6][CH:7]=2)[C:25]([Cl:29])=[CH:24][N:23]=1. (6) The reactants are [CH3:1][C:2]1[N:3]=[CH:4][NH:5][CH:6]=1.F[C:8]1[CH:13]=[CH:12][C:11]([N+:14]([O-])=O)=[CH:10][CH:9]=1.C([O-])([O-])=O.[K+].[K+]. The catalyst is CN(C=O)C. The product is [CH3:1][C:2]1[N:3]=[CH:4][N:5]([C:8]2[CH:13]=[CH:12][C:11]([NH2:14])=[CH:10][CH:9]=2)[CH:6]=1. The yield is 0.600. (7) The reactants are [NH3:1].C[O:3][C:4]([C:6]1[N:7]([CH3:12])[CH:8]=[C:9]([Br:11])[N:10]=1)=O. The catalyst is CO. The product is [Br:11][C:9]1[N:10]=[C:6]([C:4]([NH2:1])=[O:3])[N:7]([CH3:12])[CH:8]=1. The yield is 1.00. (8) The reactants are [CH3:1][C:2]1([N:8]2[CH2:13][CH2:12][CH:11]([N:14]3[C@H:18]4[CH2:19][CH2:20][CH2:21][CH2:22][C@@H:17]4[NH:16][C:15]3=[O:23])[CH2:10][CH2:9]2)[CH2:7][CH2:6][NH:5][CH2:4][CH2:3]1.[C:24](Cl)(=[O:27])[CH2:25][CH3:26]. No catalyst specified. The product is [CH3:1][C:2]1([N:8]2[CH2:13][CH2:12][CH:11]([N:14]3[C@H:18]4[CH2:19][CH2:20][CH2:21][CH2:22][C@@H:17]4[NH:16][C:15]3=[O:23])[CH2:10][CH2:9]2)[CH2:7][CH2:6][N:5]([C:24](=[O:27])[CH2:25][CH3:26])[CH2:4][CH2:3]1. The yield is 0.517.